Dataset: Forward reaction prediction with 1.9M reactions from USPTO patents (1976-2016). Task: Predict the product of the given reaction. (1) Given the reactants [N:1]1[CH:6]=[CH:5][C:4]([CH3:7])=[CH:3][CH:2]=1.[CH3:8][I:9], predict the reaction product. The product is: [I-:9].[CH3:7][C:4]1[CH:5]=[CH:6][N+:1]([CH3:8])=[CH:2][CH:3]=1. (2) Given the reactants [NH2:1][C:2]1[CH:7]=[C:6]([N:8]2[CH2:13][CH2:12][O:11][CH2:10][CH2:9]2)[N:5]=[CH:4][C:3]=1[C:14]1[CH:21]=[CH:20][C:17]([C:18]#[N:19])=[C:16]([O:22][CH3:23])[CH:15]=1.Cl[C:25]1[C:34]2[C:29](=[CH:30][C:31]([F:36])=[CH:32][C:33]=2[F:35])[N:28]=[C:27]([C:37]2[CH:42]=[CH:41][CH:40]=[CH:39][N:38]=2)[C:26]=1[CH3:43].C1(P(C2CCCCC2)C2C=CC=CC=2C2C(C(C)C)=CC(C(C)C)=CC=2C(C)C)CCCCC1.CC(C)([O-])C.[Na+], predict the reaction product. The product is: [F:35][C:33]1[CH:32]=[C:31]([F:36])[CH:30]=[C:29]2[C:34]=1[C:25]([NH:1][C:2]1[CH:7]=[C:6]([N:8]3[CH2:13][CH2:12][O:11][CH2:10][CH2:9]3)[N:5]=[CH:4][C:3]=1[C:14]1[CH:21]=[CH:20][C:17]([C:18]#[N:19])=[C:16]([O:22][CH3:23])[CH:15]=1)=[C:26]([CH3:43])[C:27]([C:37]1[CH:42]=[CH:41][CH:40]=[CH:39][N:38]=1)=[N:28]2. (3) Given the reactants S=[C:2]1[CH2:6][S:5][C:4](=[O:7])[NH:3]1.[CH3:8][N:9]1[CH2:13][CH2:12][CH2:11][CH:10]1[CH2:14][CH2:15][NH2:16].[F:17][C:18]([F:42])([F:41])[C:19]1[CH:36]=[C:35]([C:37]([F:40])([F:39])[F:38])[CH:34]=[CH:33][C:20]=1[CH2:21][O:22][C:23]1[CH:30]=[CH:29][C:26]([CH:27]=O)=[C:25](OC)[CH:24]=1.C[C:44](C)([O-:46])C.[K+], predict the reaction product. The product is: [F:17][C:18]([F:42])([F:41])[C:19]1[CH:36]=[C:35]([C:37]([F:38])([F:40])[F:39])[CH:34]=[CH:33][C:20]=1[CH2:21][O:22][C:23]1[CH:24]=[CH:25][C:26](/[CH:27]=[C:6]2/[C:2]([NH:16][CH2:15][CH2:14][CH:10]3[CH2:11][CH2:12][CH2:13][N:9]3[CH3:8])=[N:3][C:4](=[O:7])[S:5]/2)=[CH:29][C:30]=1[O:46][CH3:44].